Dataset: Reaction yield outcomes from USPTO patents with 853,638 reactions. Task: Predict the reaction yield, written as a fraction of the theoretical maximum amount of product (1.0 means a 100% yield; for example, 0.34 means a 34% yield). (1) The reactants are [C:1]([C:4]1[CH:9]=[CH:8][CH:7]=[CH:6][CH:5]=1)(=[O:3])[CH3:2].[NH:10]([CH3:12])[CH3:11].Cl.[CH3:14]CO. No catalyst specified. The product is [CH3:11][N:10]([CH3:14])[CH2:12][CH2:2][C:1]([C:4]1[CH:9]=[CH:8][CH:7]=[CH:6][CH:5]=1)=[O:3]. The yield is 0.400. (2) The reactants are [CH3:1][S:2]([C:5]1[CH:10]=[CH:9][C:8]([OH:11])=[CH:7][CH:6]=1)(=[O:4])=[O:3].C([O-])([O-])=O.[Cs+].[Cs+].[Br:18][CH2:19][CH2:20]Br. The catalyst is CC#N. The product is [CH3:1][S:2]([C:5]1[CH:10]=[CH:9][C:8]([O:11][CH2:20][CH2:19][Br:18])=[CH:7][CH:6]=1)(=[O:3])=[O:4]. The yield is 0.530. (3) The reactants are [Cl:1][C:2]1[CH:3]=[C:4]([CH:8]=[CH:9][N:10]=1)[C:5]([OH:7])=O.ON1C2C=CC=CC=2N=N1.Cl.CN(C)CCCN=C=NCC.[CH2:33]([NH:36][CH2:37][CH2:38][CH3:39])[CH2:34][CH3:35].C(N(CC)CC)C. The catalyst is ClCCl. The product is [Cl:1][C:2]1[CH:3]=[C:4]([CH:8]=[CH:9][N:10]=1)[C:5]([N:36]([CH2:37][CH2:38][CH3:39])[CH2:33][CH2:34][CH3:35])=[O:7]. The yield is 0.760. (4) The reactants are F[C:2]1[CH:7]=[CH:6][C:5]([C:8]([F:11])([F:10])[F:9])=[CH:4][C:3]=1[N+:12]([O-:14])=[O:13].[C:15]([NH:22][CH:23]1[CH2:28][CH2:27][CH2:26][NH:25][CH2:24]1)([O:17][C:18]([CH3:21])([CH3:20])[CH3:19])=[O:16]. No catalyst specified. The product is [N+:12]([C:3]1[CH:4]=[C:5]([C:8]([F:11])([F:10])[F:9])[CH:6]=[CH:7][C:2]=1[N:25]1[CH2:26][CH2:27][CH2:28][CH:23]([NH:22][C:15](=[O:16])[O:17][C:18]([CH3:20])([CH3:19])[CH3:21])[CH2:24]1)([O-:14])=[O:13]. The yield is 0.990.